From a dataset of Forward reaction prediction with 1.9M reactions from USPTO patents (1976-2016). Predict the product of the given reaction. (1) Given the reactants [F:1][C:2]([F:22])([F:21])[C:3]1[CH:8]=[CH:7][C:6]([C:9]2[CH:14]=[CH:13][C:12]([NH:15][S:16]([CH2:19]C)(=[O:18])=[O:17])=[CH:11][CH:10]=2)=[CH:5][CH:4]=1.C(S(Cl)(=O)=O)C, predict the reaction product. The product is: [F:22][C:2]([F:1])([F:21])[C:3]1[CH:4]=[CH:5][C:6]([C:9]2[CH:10]=[CH:11][C:12]([NH:15][S:16]([CH3:19])(=[O:17])=[O:18])=[CH:13][CH:14]=2)=[CH:7][CH:8]=1. (2) Given the reactants C(O[C:6](=O)[N:7]([CH2:9][CH:10]([NH:17][C:18]1[C:27]2[C:22](=[C:23]([C:30](=[O:32])[NH2:31])[CH:24]=[C:25]([O:28][CH3:29])[CH:26]=2)[N:21]=[CH:20][N:19]=1)[C:11]1[CH:16]=[CH:15][CH:14]=[CH:13][CH:12]=1)C)(C)(C)C.C1COCC1.Cl, predict the reaction product. The product is: [CH3:29][O:28][C:25]1[CH:26]=[C:27]2[C:22](=[C:23]([C:30]([NH2:31])=[O:32])[CH:24]=1)[N:21]=[CH:20][N:19]=[C:18]2[NH:17][CH:10]([C:11]1[CH:16]=[CH:15][CH:14]=[CH:13][CH:12]=1)[CH2:9][NH:7][CH3:6]. (3) Given the reactants [F:1][C:2]1[CH:7]=[CH:6][C:5]([OH:8])=[CH:4][CH:3]=1.[F:9][C:10]1[CH:15]=[CH:14][C:13]([CH:16](O)[CH2:17][CH2:18][CH2:19][CH2:20][CH2:21][N:22]2[CH2:27][CH2:26][CH:25]([C:28]3[CH:29]=[C:30]([NH:34][C:35](=[O:39])[CH:36]([CH3:38])[CH3:37])[CH:31]=[CH:32][CH:33]=3)[CH2:24][CH2:23]2)=[CH:12][CH:11]=1.Cl, predict the reaction product. The product is: [F:1][C:2]1[CH:7]=[CH:6][C:5]([O:8][CH:16]([C:13]2[CH:12]=[CH:11][C:10]([F:9])=[CH:15][CH:14]=2)[CH2:17][CH2:18][CH2:19][CH2:20][CH2:21][N:22]2[CH2:23][CH2:24][CH:25]([C:28]3[CH:29]=[C:30]([NH:34][C:35](=[O:39])[CH:36]([CH3:38])[CH3:37])[CH:31]=[CH:32][CH:33]=3)[CH2:26][CH2:27]2)=[CH:4][CH:3]=1. (4) Given the reactants F[C:2]1[CH:3]=[C:4]([I:21])[CH:5]=[C:6]2[C:11]=1[N:10]([CH2:12][CH2:13][OH:14])[CH:9]=[C:8]([C:15]([O:17][CH2:18][CH3:19])=[O:16])[C:7]2=[O:20].N1(C2CCCCCCCCCC2)CCCCCCCCCN1, predict the reaction product. The product is: [I:21][C:4]1[CH:5]=[C:6]2[C:11]3=[C:2]([O:14][CH2:13][CH2:12][N:10]3[CH:9]=[C:8]([C:15]([O:17][CH2:18][CH3:19])=[O:16])[C:7]2=[O:20])[CH:3]=1. (5) Given the reactants C(N(CC)CC)C.[C:8]([O:12][C:13]([N:15]1[CH2:20][CH2:19][NH:18][CH2:17][CH2:16]1)=[O:14])([CH3:11])([CH3:10])[CH3:9].Cl[C:22]1[S:26][N:25]=[C:24]([C:27]2[CH:32]=[CH:31][CH:30]=[CH:29][C:28]=2[F:33])[N:23]=1.O, predict the reaction product. The product is: [F:33][C:28]1[CH:29]=[CH:30][CH:31]=[CH:32][C:27]=1[C:24]1[N:23]=[C:22]([N:18]2[CH2:19][CH2:20][N:15]([C:13]([O:12][C:8]([CH3:11])([CH3:9])[CH3:10])=[O:14])[CH2:16][CH2:17]2)[S:26][N:25]=1. (6) Given the reactants [CH:1]1([N:5]2[CH2:11][CH2:10][C:9]3[CH:12]=[CH:13][C:14]([C:16]4[CH2:17][CH2:18][N:19](C(OCC5C=CC=CC=5)=O)[CH2:20][CH:21]=4)=[CH:15][C:8]=3[CH2:7][CH2:6]2)[CH2:4][CH2:3][CH2:2]1, predict the reaction product. The product is: [CH:1]1([N:5]2[CH2:11][CH2:10][C:9]3[CH:12]=[CH:13][C:14]([CH:16]4[CH2:17][CH2:18][NH:19][CH2:20][CH2:21]4)=[CH:15][C:8]=3[CH2:7][CH2:6]2)[CH2:4][CH2:3][CH2:2]1. (7) Given the reactants CN(C=O)C.[CH:6]1([C:11]2([CH3:19])[N:15]([CH3:16])[C:14](=[O:17])[NH:13][C:12]2=[O:18])[CH2:10][CH2:9][CH2:8][CH2:7]1.[H-].[Na+].Br.Br[CH2:24][C:25]([C:27]1[CH:28]=[N:29][CH:30]=[CH:31][CH:32]=1)=[O:26], predict the reaction product. The product is: [CH:6]1([C:11]2([CH3:19])[N:15]([CH3:16])[C:14](=[O:17])[N:13]([CH2:24][C:25](=[O:26])[C:27]3[CH:28]=[N:29][CH:30]=[CH:31][CH:32]=3)[C:12]2=[O:18])[CH2:7][CH2:8][CH2:9][CH2:10]1.